Dataset: Forward reaction prediction with 1.9M reactions from USPTO patents (1976-2016). Task: Predict the product of the given reaction. (1) Given the reactants [O:1]=[C:2]([CH3:9])[CH2:3][C:4]([O:6][CH2:7][CH3:8])=[O:5].[C:10]([O:14][C:15]([CH3:18])([CH3:17])[CH3:16])(=[O:13])[CH:11]=[CH2:12], predict the reaction product. The product is: [C:2]([C:3]([C:4]([O:6][CH2:7][CH3:8])=[O:5])([CH2:12][CH2:11][C:10]([O:14][C:15]([CH3:18])([CH3:17])[CH3:16])=[O:13])[CH2:12][CH2:11][C:10]([O:14][C:15]([CH3:18])([CH3:17])[CH3:16])=[O:13])(=[O:1])[CH3:9]. (2) Given the reactants [CH3:1][C:2]1([CH3:12])[O:6][C@H:5]([CH2:7][C:8]([OH:10])=[O:9])[C:4](=[O:11])[O:3]1.C(Cl)(=O)C(Cl)=O.CN(C)C=O.[Cl:24][C:25]1[CH:26]=[CH:27][C:28](O)=[C:29]([CH:43]=1)[C:30]([NH:32][C:33]1[CH:38]=[CH:37][C:36]([N+:39]([O-:41])=[O:40])=[CH:35][C:34]=1[Cl:42])=[O:31], predict the reaction product. The product is: [CH3:1][C:2]1([CH3:12])[O:6][C@H:5]([CH2:7][C:8]([O:10][C:28]2[CH:27]=[CH:26][C:25]([Cl:24])=[CH:43][C:29]=2[C:30](=[O:31])[NH:32][C:33]2[CH:38]=[CH:37][C:36]([N+:39]([O-:41])=[O:40])=[CH:35][C:34]=2[Cl:42])=[O:9])[C:4](=[O:11])[O:3]1. (3) Given the reactants [N+:1]([C:4]1[CH:13]=[C:12]2[C:7]([C:8]([N:14]3[CH2:19][CH2:18][N:17]([C:20]([NH:22][C:23]4[CH:28]=[CH:27][C:26]([O:29][C:30]5[CH:35]=[CH:34][CH:33]=[CH:32][CH:31]=5)=[CH:25][CH:24]=4)=[O:21])[CH2:16][CH2:15]3)=[N:9][CH:10]=[N:11]2)=[CH:6][CH:5]=1)([O-])=O.[H][H], predict the reaction product. The product is: [NH2:1][C:4]1[CH:13]=[C:12]2[C:7]([C:8]([N:14]3[CH2:15][CH2:16][N:17]([C:20]([NH:22][C:23]4[CH:24]=[CH:25][C:26]([O:29][C:30]5[CH:31]=[CH:32][CH:33]=[CH:34][CH:35]=5)=[CH:27][CH:28]=4)=[O:21])[CH2:18][CH2:19]3)=[N:9][CH:10]=[N:11]2)=[CH:6][CH:5]=1.